This data is from Full USPTO retrosynthesis dataset with 1.9M reactions from patents (1976-2016). The task is: Predict the reactants needed to synthesize the given product. (1) Given the product [NH2:11][C:12]1[N:17]([C:18]2[CH:23]=[CH:22][CH:21]=[C:20]([NH:24][C:6]([NH:5][CH2:1][CH2:2][CH2:3][CH3:4])=[O:7])[CH:19]=2)[CH2:16][N:15]=[C:14]2[O:25][CH:26]=[CH:27][C:13]=12, predict the reactants needed to synthesize it. The reactants are: [CH2:1]([N:5]=[C:6]=[O:7])[CH2:2][CH2:3][CH3:4].[N-]=C=O.[NH2:11][C:12]1[N:17]([C:18]2[CH:23]=[CH:22][CH:21]=[C:20]([NH2:24])[CH:19]=2)[CH2:16][N:15]=[C:14]2[O:25][CH:26]=[CH:27][C:13]=12. (2) Given the product [NH2:25][CH2:24][CH:22]1[CH2:21][N:20]([C:18]([NH:17][C:10]2[CH:9]=[C:8]([C:5]3[CH:4]=[CH:3][C:2]([F:1])=[CH:7][CH:6]=3)[CH:13]=[CH:12][C:11]=2[N+:14]([O-:16])=[O:15])=[O:19])[CH2:23]1, predict the reactants needed to synthesize it. The reactants are: [F:1][C:2]1[CH:7]=[CH:6][C:5]([C:8]2[CH:13]=[CH:12][C:11]([N+:14]([O-:16])=[O:15])=[C:10]([NH:17][C:18]([N:20]3[CH2:23][CH:22]([CH2:24][NH:25]C(=O)OC(C)(C)C)[CH2:21]3)=[O:19])[CH:9]=2)=[CH:4][CH:3]=1.C(O)(C(F)(F)F)=O. (3) Given the product [CH3:30][C:27]([CH3:28])([CH3:29])[C:26](=[O:31])[CH2:25][O:24][C:21]1[CH:22]=[CH:23][C:18]([CH:16]([CH:13]([C:11]2[O:12][C:8]3[CH:7]=[CH:6][C:5]([C:3]([OH:4])=[O:2])=[CH:35][C:9]=3[CH:10]=2)[CH2:14][CH3:15])[CH3:17])=[CH:19][C:20]=1[CH:32]([CH3:33])[CH3:34], predict the reactants needed to synthesize it. The reactants are: C[O:2][C:3]([C:5]1[CH:6]=[CH:7][C:8]2[O:12][C:11]([CH:13]([CH:16]([C:18]3[CH:23]=[CH:22][C:21]([O:24][CH2:25][C:26](=[O:31])[C:27]([CH3:30])([CH3:29])[CH3:28])=[C:20]([CH:32]([CH3:34])[CH3:33])[CH:19]=3)[CH3:17])[CH2:14][CH3:15])=[CH:10][C:9]=2[CH:35]=1)=[O:4].[OH-].[Na+]. (4) Given the product [CH2:16]([N:15]([C:10]1[C:9](=[O:23])[N:8]([CH2:1][C:2]2[CH:7]=[CH:6][CH:5]=[CH:4][CH:3]=2)[C:12](=[O:13])[C:11]=1[C:30]1[CH:29]=[CH:4][CH:3]=[CH:2][CH:1]=1)[C:39](=[O:40])[O:41][C:42]([CH3:43])([CH3:44])[CH3:45])[C:17]1[CH:22]=[CH:21][CH:20]=[CH:19][CH:18]=1, predict the reactants needed to synthesize it. The reactants are: [CH2:1]([N:8]1[C:12](=[O:13])[C:11](Cl)=[C:10]([NH:15][CH2:16][C:17]2[CH:22]=[CH:21][CH:20]=[CH:19][CH:18]=2)[C:9]1=[O:23])[C:2]1[CH:7]=[CH:6][CH:5]=[CH:4][CH:3]=1.C(N([CH2:29][CH3:30])CC)C.[C:39](O[C:39]([O:41][C:42]([CH3:45])([CH3:44])[CH3:43])=[O:40])([O:41][C:42]([CH3:45])([CH3:44])[CH3:43])=[O:40]. (5) Given the product [Br:1][C:2]1[CH:3]=[CH:4][C:5]([CH:8]([OH:9])[CH3:10])=[N:6][CH:7]=1, predict the reactants needed to synthesize it. The reactants are: [Br:1][C:2]1[CH:3]=[CH:4][C:5]([CH:8]=[O:9])=[N:6][CH:7]=1.[CH3:10][Mg]Br.[Cl-].[NH4+]. (6) Given the product [CH3:9][O:10][CH:11]([O:14][CH3:15])[CH2:12][NH:6][C:5]1[CH:7]=[CH:8][C:2]([F:1])=[CH:3][CH:4]=1, predict the reactants needed to synthesize it. The reactants are: [F:1][C:2]1[CH:8]=[CH:7][C:5]([NH2:6])=[CH:4][CH:3]=1.[CH3:9][O:10][CH:11]([O:14][CH3:15])[CH:12]=O.C(O[BH-](OC(=O)C)OC(=O)C)(=O)C.[Na+]. (7) Given the product [Cl:41][C:3]1[CH:4]=[C:5]([N:13]([C:18]2[C:37]([CH:38]3[CH2:40][CH2:39]3)=[CH:36][C:21]3[C:22]([C:32]([NH:34][CH3:35])=[O:33])=[C:23]([C:25]4[CH:30]=[CH:29][C:28]([F:31])=[CH:27][CH:26]=4)[O:24][C:20]=3[CH:19]=2)[S:14]([CH3:17])(=[O:16])=[O:15])[CH:6]=[C:7]([CH2:8][O:9][CH2:10][O:11][CH3:12])[C:2]=1[B:42]1[O:46][C:45]([CH3:48])([CH3:47])[C:44]([CH3:50])([CH3:49])[O:43]1, predict the reactants needed to synthesize it. The reactants are: Br[C:2]1[C:7]([CH2:8][O:9][CH2:10][O:11][CH3:12])=[CH:6][C:5]([N:13]([C:18]2[C:37]([CH:38]3[CH2:40][CH2:39]3)=[CH:36][C:21]3[C:22]([C:32]([NH:34][CH3:35])=[O:33])=[C:23]([C:25]4[CH:30]=[CH:29][C:28]([F:31])=[CH:27][CH:26]=4)[O:24][C:20]=3[CH:19]=2)[S:14]([CH3:17])(=[O:16])=[O:15])=[CH:4][C:3]=1[Cl:41].[B:42]1([B:42]2[O:46][C:45]([CH3:48])([CH3:47])[C:44]([CH3:50])([CH3:49])[O:43]2)[O:46][C:45]([CH3:48])([CH3:47])[C:44]([CH3:50])([CH3:49])[O:43]1.C([O-])(=O)C.[K+].